From a dataset of Full USPTO retrosynthesis dataset with 1.9M reactions from patents (1976-2016). Predict the reactants needed to synthesize the given product. (1) Given the product [CH3:1][O:2][C:3]1[CH:4]=[C:5]([N:12]2[CH2:17][CH2:16][CH:15]([N:18]3[CH2:19][CH2:23][CH2:22][CH2:20]3)[CH2:14][CH2:13]2)[CH:6]=[CH:7][C:8]=1[N+:9]([O-:11])=[O:10], predict the reactants needed to synthesize it. The reactants are: [CH3:1][O:2][C:3]1[CH:4]=[C:5]([N:12]2[CH2:17][CH2:16][CH:15]([N:18]([CH3:20])[CH3:19])[CH2:14][CH2:13]2)[CH:6]=[CH:7][C:8]=1[N+:9]([O-:11])=[O:10].N1CC[CH2:23][CH2:22]1. (2) Given the product [CH3:23][C:16]1[NH:24][C:25]([CH3:36])=[C:26]([C:27](=[O:28])[C:29]2[CH:34]=[CH:33][C:32]([F:35])=[CH:31][CH:30]=2)[CH:13]([C:5]2[CH:6]=[CH:7][CH:8]=[C:9]3[C:4]=2[O:3][C:2]([CH3:1])=[CH:11][C:10]3=[O:12])[C:17]=1[C:18]([O:20][CH2:21][CH3:22])=[O:19], predict the reactants needed to synthesize it. The reactants are: [CH3:1][C:2]1[O:3][C:4]2[C:9]([C:10](=[O:12])[CH:11]=1)=[CH:8][CH:7]=[CH:6][C:5]=2[CH:13]=O.O=[C:16]([CH3:23])[CH2:17][C:18]([O:20][CH2:21][CH3:22])=[O:19].[NH2:24][C:25]([CH3:36])=[CH:26][C:27]([C:29]1[CH:34]=[CH:33][C:32]([F:35])=[CH:31][CH:30]=1)=[O:28].C(O)(=O)C. (3) Given the product [CH3:8][N:6]1[CH:7]=[C:2]([B:21]2[O:25][C:24]([CH3:27])([CH3:26])[C:23]([CH3:29])([CH3:28])[O:22]2)[CH:3]=[C:4]([NH:10][C:11]2[CH:20]=[C:14]3[CH2:15][N:16]([CH3:19])[CH2:17][CH2:18][N:13]3[N:12]=2)[C:5]1=[O:9], predict the reactants needed to synthesize it. The reactants are: Br[C:2]1[CH:3]=[C:4]([NH:10][C:11]2[CH:20]=[C:14]3[CH2:15][N:16]([CH3:19])[CH2:17][CH2:18][N:13]3[N:12]=2)[C:5](=[O:9])[N:6]([CH3:8])[CH:7]=1.[B:21]1([B:21]2[O:25][C:24]([CH3:27])([CH3:26])[C:23]([CH3:29])([CH3:28])[O:22]2)[O:25][C:24]([CH3:27])([CH3:26])[C:23]([CH3:29])([CH3:28])[O:22]1.CC(C1C=C(C(C)C)C(C2C=CC=CC=2P(C2CCCCC2)C2CCCCC2)=C(C(C)C)C=1)C.C([O-])(=O)C.[K+].